Predict the reaction yield, written as a fraction of the theoretical maximum amount of product (1.0 means a 100% yield; for example, 0.34 means a 34% yield). From a dataset of Reaction yield outcomes from USPTO patents with 853,638 reactions. (1) The reactants are [CH3:1][O:2][C:3]1[CH:8]=[CH:7][C:6]([C:9]2([CH2:17][S:18][CH2:19][C:20]([N:22]3[C@@H:26]([C:27]4[CH:32]=[CH:31][CH:30]=[CH:29][CH:28]=4)[CH2:25][O:24][C:23]3=[O:33])=[O:21])[O:14][CH2:13][C:12]([CH3:16])([CH3:15])[CH2:11][O:10]2)=[CH:5][CH:4]=1.[F:34][C:35]1[CH:40]=[CH:39][C:38]([N:41]=[CH:42][C:43]2[CH:57]=[CH:56][C:46]([O:47][CH2:48][C:49]([O:51][C:52]([CH3:55])([CH3:54])[CH3:53])=[O:50])=[CH:45][CH:44]=2)=[CH:37][CH:36]=1.C(N(C(C)C)C(C)C)C.C(O)(C)C. The catalyst is C(Cl)Cl.CC([O-])C.CC([O-])C.CC([O-])C.CC([O-])C.[Ti+4].Cl[Ti](Cl)(Cl)Cl.O. The product is [F:34][C:35]1[CH:36]=[CH:37][C:38]([NH:41][C@@H:42]([C:43]2[CH:44]=[CH:45][C:46]([O:47][CH2:48][C:49]([O:51][C:52]([CH3:53])([CH3:54])[CH3:55])=[O:50])=[CH:56][CH:57]=2)[C@@H:19]([S:18][CH2:17][C:9]2([C:6]3[CH:5]=[CH:4][C:3]([O:2][CH3:1])=[CH:8][CH:7]=3)[O:14][CH2:13][C:12]([CH3:16])([CH3:15])[CH2:11][O:10]2)[C:20](=[O:21])[N:22]2[C@@H:26]([C:27]3[CH:32]=[CH:31][CH:30]=[CH:29][CH:28]=3)[CH2:25][O:24][C:23]2=[O:33])=[CH:39][CH:40]=1. The yield is 0.590. (2) The reactants are [NH2:1][C:2]([C:4]1[CH:5]=[N:6][C:7]2[C:12]([C:13]=1[NH:14][C:15]1[CH:16]=[C:17]([CH:23]=[CH:24][CH:25]=1)[C:18]([O:20]CC)=[O:19])=[CH:11][CH:10]=[C:9]([C:26]1[CH:31]=[CH:30][CH:29]=[CH:28][C:27]=1[O:32][CH3:33])[CH:8]=2)=[O:3].[OH-].[Na+]. The catalyst is C(O)C. The product is [NH2:1][C:2]([C:4]1[CH:5]=[N:6][C:7]2[C:12]([C:13]=1[NH:14][C:15]1[CH:16]=[C:17]([CH:23]=[CH:24][CH:25]=1)[C:18]([OH:20])=[O:19])=[CH:11][CH:10]=[C:9]([C:26]1[CH:31]=[CH:30][CH:29]=[CH:28][C:27]=1[O:32][CH3:33])[CH:8]=2)=[O:3]. The yield is 0.890. (3) The reactants are [Cl:1][C:2]1[CH:27]=[CH:26][CH:25]=[CH:24][C:3]=1[C:4]([NH:6][C:7](=[O:23])[NH:8][C:9]1[S:10][C:11]2[CH:17]=[C:16]([S:18]([CH:21]=[CH2:22])(=[O:20])=[O:19])[CH:15]=[CH:14][C:12]=2[N:13]=1)=[O:5].[CH3:28][O:29][CH2:30][CH2:31][NH2:32]. The catalyst is C1COCC1. The product is [Cl:1][C:2]1[CH:27]=[CH:26][CH:25]=[CH:24][C:3]=1[C:4]([NH:6][C:7](=[O:23])[NH:8][C:9]1[S:10][C:11]2[CH:17]=[C:16]([S:18]([CH2:21][CH2:22][NH:32][CH2:31][CH2:30][O:29][CH3:28])(=[O:20])=[O:19])[CH:15]=[CH:14][C:12]=2[N:13]=1)=[O:5]. The yield is 0.370. (4) The reactants are Cl.Cl.[CH3:3][C@@:4]1([CH2:15][N:16]2[CH2:21][CH2:20][NH:19][CH2:18][CH2:17]2)[O:8][C:7]2=[N:9][C:10]([N+:12]([O-:14])=[O:13])=[CH:11][N:6]2[CH2:5]1.C(=O)([O-])[O-].[K+].[K+].[Cl:28][C:29]1[CH:34]=[CH:33][C:32]([C:35]2[CH2:36][CH2:37][N:38]([C:41](Cl)=[O:42])[CH2:39][CH:40]=2)=[CH:31][CH:30]=1.O. The catalyst is CN(C=O)C. The product is [Cl:28][C:29]1[CH:34]=[CH:33][C:32]([C:35]2[CH2:40][CH2:39][N:38]([C:41]([N:19]3[CH2:18][CH2:17][N:16]([CH2:15][C@:4]4([CH3:3])[O:8][C:7]5=[N:9][C:10]([N+:12]([O-:14])=[O:13])=[CH:11][N:6]5[CH2:5]4)[CH2:21][CH2:20]3)=[O:42])[CH2:37][CH:36]=2)=[CH:31][CH:30]=1. The yield is 0.530. (5) The reactants are [F:1][C:2]1[CH:3]=[C:4]([CH2:9][C:10]([OH:12])=O)[CH:5]=[C:6]([F:8])[CH:7]=1.C(Cl)(=O)C([Cl:16])=O.CN(C=O)C. The catalyst is C(Cl)Cl. The product is [F:1][C:2]1[CH:3]=[C:4]([CH2:9][C:10]([Cl:16])=[O:12])[CH:5]=[C:6]([F:8])[CH:7]=1. The yield is 1.00. (6) The reactants are C([O-])(=O)C.[Na+].[CH2:6]([O:8][C:9](=[O:23])[CH2:10][C:11](=O)[CH2:12][CH2:13][NH:14][C:15]([O:17][C:18]([CH3:21])([CH3:20])[CH3:19])=[O:16])[CH3:7].[NH2:24][CH2:25][C:26]([C:28]1[CH:33]=[CH:32][CH:31]=[CH:30][CH:29]=1)=O. The catalyst is O.C(O)C. The product is [CH2:6]([O:8][C:9]([C:10]1[C:26]([C:28]2[CH:33]=[CH:32][CH:31]=[CH:30][CH:29]=2)=[CH:25][NH:24][C:11]=1[CH2:12][CH2:13][NH:14][C:15]([O:17][C:18]([CH3:21])([CH3:20])[CH3:19])=[O:16])=[O:23])[CH3:7]. The yield is 0.887.